From a dataset of Reaction yield outcomes from USPTO patents with 853,638 reactions. Predict the reaction yield, written as a fraction of the theoretical maximum amount of product (1.0 means a 100% yield; for example, 0.34 means a 34% yield). (1) The reactants are [CH3:1][C:2]1[C:7]2[C:8]([CH2:11][N:12]3[C:16]4[CH:17]=[CH:18][CH:19]=[CH:20][C:15]=4[N:14]=[C:13]3[S:21][CH2:22][CH2:23][CH2:24][C:25]([OH:27])=[O:26])=[CH:9][S:10][C:6]=2[CH:5]=[CH:4][CH:3]=1.[CH3:28][S:29]([OH:32])(=[O:31])=[O:30]. The catalyst is C(OCCCC)(=O)C. The product is [CH3:28][S:29]([OH:32])(=[O:31])=[O:30].[CH3:1][C:2]1[C:7]2[C:8]([CH2:11][N:12]3[C:16]4[CH:17]=[CH:18][CH:19]=[CH:20][C:15]=4[N:14]=[C:13]3[S:21][CH2:22][CH2:23][CH2:24][C:25]([OH:27])=[O:26])=[CH:9][S:10][C:6]=2[CH:5]=[CH:4][CH:3]=1. The yield is 0.900. (2) The reactants are [CH3:1][O:2][C:3]1[CH:4]=[C:5]([NH:15][C:16]([NH2:18])=[NH:17])[CH:6]=[CH:7][C:8]=1[N:9]1[CH:13]=[C:12]([CH3:14])[N:11]=[CH:10]1.C(=O)([O-])[O-].[K+].[K+].[CH3:25][C:26]1[CH:30]=[C:29]([CH3:31])[N:28]([CH:32]([CH3:42])[C:33]([CH:35]2[C:40](=O)[CH2:39][CH2:38][O:37][CH2:36]2)=O)[N:27]=1. The catalyst is CCO. The product is [CH3:25][C:26]1[CH:30]=[C:29]([CH3:31])[N:28]([CH:32]([C:33]2[C:35]3[CH2:36][O:37][CH2:38][CH2:39][C:40]=3[N:17]=[C:16]([NH:15][C:5]3[CH:6]=[CH:7][C:8]([N:9]4[CH:13]=[C:12]([CH3:14])[N:11]=[CH:10]4)=[C:3]([O:2][CH3:1])[CH:4]=3)[N:18]=2)[CH3:42])[N:27]=1. The yield is 0.0389. (3) The reactants are [CH2:1]([O:8][C:9]1[CH:18]=[CH:17][C:12]([C:13]([O:15]C)=[O:14])=[CH:11][C:10]=1[CH2:19][CH2:20][CH3:21])[C:2]1[CH:7]=[CH:6][CH:5]=[CH:4][CH:3]=1.[OH-].[Na+]. The catalyst is C(O)C. The product is [CH2:1]([O:8][C:9]1[CH:18]=[CH:17][C:12]([C:13]([OH:15])=[O:14])=[CH:11][C:10]=1[CH2:19][CH2:20][CH3:21])[C:2]1[CH:3]=[CH:4][CH:5]=[CH:6][CH:7]=1. The yield is 0.980. (4) The reactants are [O:1]([C:8]1[CH:20]=[CH:19][C:11]([O:12][CH:13]2[CH2:18][CH2:17][NH:16][CH2:15][CH2:14]2)=[CH:10][CH:9]=1)[C:2]1[CH:7]=[CH:6][CH:5]=[CH:4][CH:3]=1.[CH3:21][O:22][C:23](=[O:27])[CH2:24][CH2:25]Br.[CH2:28](N(CC)CC)C. The catalyst is C(Cl)Cl. The product is [CH3:21][O:22][C:23](=[O:27])[CH2:24][CH2:25][CH2:28][N:16]1[CH2:15][CH2:14][CH:13]([O:12][C:11]2[CH:19]=[CH:20][C:8]([O:1][C:2]3[CH:7]=[CH:6][CH:5]=[CH:4][CH:3]=3)=[CH:9][CH:10]=2)[CH2:18][CH2:17]1. The yield is 0.680.